From a dataset of CYP2C9 inhibition data for predicting drug metabolism from PubChem BioAssay. Regression/Classification. Given a drug SMILES string, predict its absorption, distribution, metabolism, or excretion properties. Task type varies by dataset: regression for continuous measurements (e.g., permeability, clearance, half-life) or binary classification for categorical outcomes (e.g., BBB penetration, CYP inhibition). Dataset: cyp2c9_veith. (1) The drug is Cc1cc(C(C)(C)C)c(OCCCN2CCOCC2)c(C(C)(C)C)c1. The result is 0 (non-inhibitor). (2) The drug is C[C@H](CC(C#N)(c1ccccc1)c1ccccc1)N1CCCCC1. The result is 0 (non-inhibitor). (3) The compound is CN(C)CCCO[C@H]1[C@H]([C@H](O)CO)O[C@H]2OC(C)(C)O[C@@H]21. The result is 0 (non-inhibitor). (4) The result is 1 (inhibitor). The drug is CSc1nc2n(n1)C(c1cc(Br)ccc1F)C(C(=O)N(C)C)=C(C)N2. (5) The molecule is CCCC[C@@H]1C[C@H]1C(NC(=O)c1cccs1)c1ccc(C(F)(F)F)cc1. The result is 1 (inhibitor). (6) The molecule is COC(=O)[C@@]1(Cc2ccc(F)cc2)[C@H]2c3cc(C(=O)N(C)C)n(Cc4ccccn4)c3C[C@H]2CN1C(=O)c1ccccc1. The result is 1 (inhibitor).